Dataset: Forward reaction prediction with 1.9M reactions from USPTO patents (1976-2016). Task: Predict the product of the given reaction. (1) Given the reactants Br[C:2]1[CH:3]=[C:4]([CH:14]=[CH:15][CH:16]=1)[CH2:5][CH2:6][C:7]1([OH:13])[CH2:12][CH2:11][CH2:10][CH2:9][CH2:8]1.[CH2:17]([N:20]1[C:28](=[O:29])[C:27]2[C:22](=[CH:23][CH:24]=[CH:25][CH:26]=2)[C:21]1=[O:30])[C:18]#[CH:19], predict the reaction product. The product is: [OH:13][C:7]1([CH2:6][CH2:5][C:4]2[CH:3]=[C:2]([C:19]#[C:18][CH2:17][N:20]3[C:28](=[O:29])[C:27]4[C:22](=[CH:23][CH:24]=[CH:25][CH:26]=4)[C:21]3=[O:30])[CH:16]=[CH:15][CH:14]=2)[CH2:12][CH2:11][CH2:10][CH2:9][CH2:8]1. (2) Given the reactants [Cl:1][C:2]1[CH:7]=[CH:6][CH:5]=[C:4]([F:8])[C:3]=1[NH:9][C:10]1[NH:11][C:12]2[C:18]3[CH2:19][C:20]([CH3:23])([CH3:22])[O:21][C:17]=3[C:16]([C:24]([OH:26])=O)=[CH:15][C:13]=2[N:14]=1.S(Cl)(Cl)=O.[F:31][C:32]1[CH:38]=[C:37]([C:39]([F:42])([F:41])[F:40])[CH:36]=[CH:35][C:33]=1[NH2:34].CCN(C(C)C)C(C)C, predict the reaction product. The product is: [Cl:1][C:2]1[CH:7]=[CH:6][CH:5]=[C:4]([F:8])[C:3]=1[NH:9][C:10]1[NH:11][C:12]2[C:18]3[CH2:19][C:20]([CH3:23])([CH3:22])[O:21][C:17]=3[C:16]([C:24]([NH:34][C:33]3[CH:35]=[CH:36][C:37]([C:39]([F:40])([F:41])[F:42])=[CH:38][C:32]=3[F:31])=[O:26])=[CH:15][C:13]=2[N:14]=1. (3) Given the reactants [Br:1][C:2]1[CH:8]=[CH:7][C:6]([O:9][CH3:10])=[C:4]([OH:5])[C:3]=1[OH:11].Br[CH2:13][CH2:14]Br.[F-].[K+].O, predict the reaction product. The product is: [Br:1][C:2]1[C:3]2[O:11][CH2:14][CH2:13][O:5][C:4]=2[C:6]([O:9][CH3:10])=[CH:7][CH:8]=1. (4) Given the reactants [OH:1][C:2]1[CH:11]=[C:10]2[C:5]([CH2:6][CH2:7][C:8](=[O:12])[NH:9]2)=[CH:4][CH:3]=1.[Br:13][CH2:14][CH:15]1[CH2:20][CH2:19][CH:18]([CH2:21]Br)[CH2:17][CH2:16]1.C([O-])([O-])=O.[K+].[K+], predict the reaction product. The product is: [Br:13][CH2:14][CH:15]1[CH2:20][CH2:19][CH:18]([CH2:21][O:1][C:2]2[CH:11]=[C:10]3[C:5]([CH2:6][CH2:7][C:8](=[O:12])[NH:9]3)=[CH:4][CH:3]=2)[CH2:17][CH2:16]1. (5) Given the reactants C([O:3][C:4]([C:6]1[NH:7][CH:8]=[N:9][C:10]=1[C:11]([CH3:15])([CH3:14])[CH:12]=[CH2:13])=O)C.[H-].[Al+3].[Li+].[H-].[H-].[H-].O, predict the reaction product. The product is: [CH3:15][C:11]([C:10]1[N:9]=[CH:8][NH:7][C:6]=1[CH2:4][OH:3])([CH3:14])[CH:12]=[CH2:13].